Dataset: Full USPTO retrosynthesis dataset with 1.9M reactions from patents (1976-2016). Task: Predict the reactants needed to synthesize the given product. (1) Given the product [OH:4][CH2:3][CH:2]([NH:1][C:13]([NH:12][C:15]1[CH:16]=[CH:17][C:18]([C:21]2[N:25]=[CH:24][N:23]([C:26]3[CH:31]=[CH:30][C:29]([O:32][C:33]([F:36])([F:34])[F:35])=[CH:28][CH:27]=3)[N:22]=2)=[CH:19][CH:20]=1)=[S:14])[C:5]1[CH:10]=[CH:9][C:8]([CH3:11])=[CH:7][CH:6]=1, predict the reactants needed to synthesize it. The reactants are: [NH2:1][CH:2]([C:5]1[CH:10]=[CH:9][C:8]([CH3:11])=[CH:7][CH:6]=1)[CH2:3][OH:4].[N:12]([C:15]1[CH:20]=[CH:19][C:18]([C:21]2[N:25]=[CH:24][N:23]([C:26]3[CH:31]=[CH:30][C:29]([O:32][C:33]([F:36])([F:35])[F:34])=[CH:28][CH:27]=3)[N:22]=2)=[CH:17][CH:16]=1)=[C:13]=[S:14]. (2) The reactants are: F[C:2]1[N:7]=[C:6]([C:8]2[CH:13]=[CH:12][CH:11]=[CH:10][N:9]=2)[C:5]([O:14]C)=[CH:4][CH:3]=1.[CH3:16][S-:17].[Na+]. Given the product [CH3:16][S:17][C:2]1[N:7]=[C:6]([C:8]2[CH:13]=[CH:12][CH:11]=[CH:10][N:9]=2)[C:5]([OH:14])=[CH:4][CH:3]=1, predict the reactants needed to synthesize it. (3) Given the product [N:27]1([C:24]2[CH:23]=[CH:22][C:21]([O:20][C:17]3[CH:18]=[CH:19][C:14]([O:13][CH2:12][C@H:8]4[CH2:9][CH2:10][CH2:11][N:7]4[CH2:6][CH2:5][CH2:4][C:3]([OH:32])=[O:2])=[CH:15][CH:16]=3)=[CH:26][CH:25]=2)[CH:31]=[CH:30][CH:29]=[N:28]1, predict the reactants needed to synthesize it. The reactants are: C[O:2][C:3](=[O:32])[CH2:4][CH2:5][CH2:6][N:7]1[CH2:11][CH2:10][CH2:9][C@@H:8]1[CH2:12][O:13][C:14]1[CH:19]=[CH:18][C:17]([O:20][C:21]2[CH:26]=[CH:25][C:24]([N:27]3[CH:31]=[CH:30][CH:29]=[N:28]3)=[CH:23][CH:22]=2)=[CH:16][CH:15]=1.O. (4) Given the product [Cl:1][C:2]1[C:7]([Cl:8])=[CH:6][CH:5]=[CH:4][C:3]=1[C:13]1[CH:14]=[C:15]([S:19]([NH:22][C:23]2[CH:28]=[CH:27][CH:26]=[CH:25][C:24]=2[S:29]([NH2:32])(=[O:30])=[O:31])(=[O:21])=[O:20])[CH:16]=[CH:17][CH:18]=1, predict the reactants needed to synthesize it. The reactants are: [Cl:1][C:2]1[C:7]([Cl:8])=[CH:6][CH:5]=[CH:4][C:3]=1B(O)O.Br[C:13]1[CH:14]=[C:15]([S:19]([NH:22][C:23]2[CH:28]=[CH:27][CH:26]=[CH:25][C:24]=2[S:29]([NH2:32])(=[O:31])=[O:30])(=[O:21])=[O:20])[CH:16]=[CH:17][CH:18]=1.C([O-])([O-])=O.[Na+].[Na+]. (5) Given the product [Cl:21][C:22]1[CH:23]=[N+:24]([O-:47])[CH:25]=[C:26]([Cl:46])[C:27]=1[CH2:28][C@@H:29]([C:31]1[CH:36]=[CH:35][C:34]([O:37][CH:38]([F:40])[F:39])=[C:33]([O:41][CH2:42][CH:43]2[CH2:45][CH2:44]2)[CH:32]=1)[O:17][C:16](=[O:18])[CH2:15][N:11]1[C:12]2[C:8](=[CH:7][C:6]([NH:5][S:2]([CH3:1])(=[O:3])=[O:4])=[CH:14][CH:13]=2)[C:9](=[O:20])[C:10]1=[O:19], predict the reactants needed to synthesize it. The reactants are: [CH3:1][S:2]([NH:5][C:6]1[CH:7]=[C:8]2[C:12](=[CH:13][CH:14]=1)[N:11]([CH2:15][C:16]([OH:18])=[O:17])[C:10](=[O:19])[C:9]2=[O:20])(=[O:4])=[O:3].[Cl:21][C:22]1[CH:23]=[N+:24]([O-:47])[CH:25]=[C:26]([Cl:46])[C:27]=1[CH2:28][C@@H:29]([C:31]1[CH:36]=[CH:35][C:34]([O:37][CH:38]([F:40])[F:39])=[C:33]([O:41][CH2:42][CH:43]2[CH2:45][CH2:44]2)[CH:32]=1)O.C(Cl)CCl. (6) Given the product [F:10][C:7]1[CH:6]=[C:5]2[C:4]([C:2](=[O:3])[CH2:1][C:13]([CH3:15])([CH3:12])[O:11]2)=[CH:9][CH:8]=1, predict the reactants needed to synthesize it. The reactants are: [CH3:1][C:2]([C:4]1[CH:9]=[CH:8][C:7]([F:10])=[CH:6][C:5]=1[OH:11])=[O:3].[CH3:12][C:13]([CH3:15])=O.N1CCCC1. (7) Given the product [Cl:8][C:5]1[CH:6]=[CH:7][C:2]([C:15]2([OH:14])[C:20]3([CH2:22][CH2:21]3)[CH2:19][N:18]([C:23]([O:25][C:26]([CH3:28])([CH3:27])[CH3:29])=[O:24])[CH2:17][CH2:16]2)=[CH:3][CH:4]=1, predict the reactants needed to synthesize it. The reactants are: Br[C:2]1[CH:7]=[CH:6][C:5]([Cl:8])=[CH:4][CH:3]=1.[Li]CCCC.[O:14]=[C:15]1[C:20]2([CH2:22][CH2:21]2)[CH2:19][N:18]([C:23]([O:25][C:26]([CH3:29])([CH3:28])[CH3:27])=[O:24])[CH2:17][CH2:16]1.